From a dataset of Forward reaction prediction with 1.9M reactions from USPTO patents (1976-2016). Predict the product of the given reaction. (1) The product is: [CH3:1][O:2][C:3](=[O:14])/[CH:4]=[CH:5]/[C:6]1[CH:11]=[C:10]([Cl:12])[CH:9]=[CH:8][C:7]=1[NH:13][C:16]([O:18][C:19]([CH3:22])([CH3:21])[CH3:20])=[O:15]. Given the reactants [CH3:1][O:2][C:3](=[O:14])/[CH:4]=[CH:5]/[C:6]1[CH:11]=[C:10]([Cl:12])[CH:9]=[CH:8][C:7]=1[NH2:13].[O:15](C(OC(C)(C)C)=O)[C:16]([O:18][C:19]([CH3:22])([CH3:21])[CH3:20])=O, predict the reaction product. (2) Given the reactants [C:1]([C:3]1[S:4][C:5]2[C:11]([C:12]#[N:13])=[C:10](/[N:14]=[CH:15]/[N:16](C)C)[CH:9]=[CH:8][C:6]=2[N:7]=1)#[N:2].[CH3:19][O:20][C:21]1[CH:27]=[CH:26][C:24](N)=[CH:23][CH:22]=1.[K+].[Br-], predict the reaction product. The product is: [CH3:19][O:20][C:21]1[CH:27]=[CH:26][C:24]([NH:13][C:12]2[C:11]3[C:10](=[CH:9][CH:8]=[C:6]4[N:7]=[C:3]([C:1]#[N:2])[S:4][C:5]4=3)[N:14]=[CH:15][N:16]=2)=[CH:23][CH:22]=1.